This data is from Full USPTO retrosynthesis dataset with 1.9M reactions from patents (1976-2016). The task is: Predict the reactants needed to synthesize the given product. (1) Given the product [CH2:62]([O:64][C:59]([C:5]1[C:6]2[C:11](=[CH:10][C:9]([C:12]#[C:13][Si:14]([CH3:16])([CH3:17])[CH3:15])=[C:8]([CH3:18])[CH:7]=2)[C:2]([CH3:1])([CH3:27])[CH2:3][CH:4]=1)=[O:60])[CH3:63], predict the reactants needed to synthesize it. The reactants are: [CH3:1][C:2]1([CH3:27])[C:11]2[C:6](=[CH:7][C:8]([CH3:18])=[C:9]([C:12]#[C:13][Si:14]([CH3:17])([CH3:16])[CH3:15])[CH:10]=2)[C:5](OS(C(F)(F)F)(=O)=O)=[CH:4][CH2:3]1.C1(P(C2C=CC=CC=2)CCCP(C2C=CC=CC=2)C2C=CC=CC=2)C=CC=CC=1.CN(C)[CH:59]=[O:60].[CH2:62]([OH:64])[CH3:63]. (2) Given the product [CH:1]([S:3]([C:6]1[CH:7]=[C:8]([CH:10]=[CH:11][CH:12]=1)[NH2:9])(=[O:5])=[O:4])([CH3:13])[CH3:2], predict the reactants needed to synthesize it. The reactants are: [CH2:1]([S:3]([C:6]1[CH:7]=[C:8]([CH:10]=[CH:11][CH:12]=1)[NH2:9])(=[O:5])=[O:4])[CH3:2].[CH:13](S(C1C=CC=CC=1)(=O)=O)(C)C. (3) The reactants are: [NH2:1][C:2]1[CH:3]=[N:4][CH:5]=[CH:6][C:7]=1[C:8]([NH2:10])=[O:9].C(N(CC)C(C)C)(C)C.[Cl:20][CH2:21][C:22](Cl)=[O:23]. Given the product [Cl:20][CH2:21][C:22]([NH:1][C:2]1[CH:3]=[N:4][CH:5]=[CH:6][C:7]=1[C:8]([NH2:10])=[O:9])=[O:23], predict the reactants needed to synthesize it. (4) Given the product [CH3:22][N:23]1[C:34]2[C:35]3[C:27](=[CH:28][N:29]([CH2:39][CH2:40][CH3:41])[C:30]=3[CH:31]=[C:32]([C:36]([OH:38])=[O:37])[CH:33]=2)[CH:26]=[CH:25][S:24]1(=[O:46])=[O:45], predict the reactants needed to synthesize it. The reactants are: C(N1C2C=C(C(O)=O)C=C3N(C)S(=O)(=O)C=CC(C=23)=C1)C.[CH3:22][N:23]1[C:34]2[C:35]3[C:27](=[CH:28][N:29]([CH2:39][CH2:40][CH3:41])[C:30]=3[CH:31]=[C:32]([C:36]([OH:38])=[O:37])[CH:33]=2)[CH:26]=[C:25](C(O)=O)[S:24]1(=[O:46])=[O:45]. (5) Given the product [C:37]([C:38]1[CH:39]=[C:9]([C:8](=[O:20])[C:7]2[CH:6]=[CH:5][C:4]([O:3][CH3:2])=[CH:22][CH:21]=2)[N:10]2[C:19]3[C:14](=[CH:15][CH:16]=[CH:17][CH:18]=3)[CH:13]=[CH:12][C:11]=12)#[N:40], predict the reactants needed to synthesize it. The reactants are: [Br-].[CH3:2][O:3][C:4]1[CH:22]=[CH:21][C:7]([C:8](=[O:20])[CH2:9][N+:10]2[C:19]3[C:14](=[CH:15][CH:16]=[CH:17][CH:18]=3)[CH:13]=[CH:12][CH:11]=2)=[CH:6][CH:5]=1.[Cr](O[Cr]([O-])(=O)=O)([O-])(=O)=O.C(=O)(O)[O-].[Na+].[C:37](#[N:40])[CH:38]=[CH2:39].